Predict the reactants needed to synthesize the given product. From a dataset of Full USPTO retrosynthesis dataset with 1.9M reactions from patents (1976-2016). (1) Given the product [Br:1][C:2]1[C:14]2[C:13]3[C:8](=[CH:9][C:10]([C:15]([O:18][CH3:22])([CH3:17])[CH3:16])=[CH:11][CH:12]=3)[NH:7][C:6]=2[C:5]([C:19]([NH2:21])=[O:20])=[CH:4][CH:3]=1, predict the reactants needed to synthesize it. The reactants are: [Br:1][C:2]1[C:14]2[C:13]3[C:8](=[CH:9][C:10]([C:15]([OH:18])([CH3:17])[CH3:16])=[CH:11][CH:12]=3)[NH:7][C:6]=2[C:5]([C:19]([NH2:21])=[O:20])=[CH:4][CH:3]=1.[C:22](O)(C(F)(F)F)=O. (2) Given the product [F:12][C:13]1[CH:14]=[C:15]([C:19]2[C:28]3[C:23](=[CH:24][CH:25]=[CH:26][CH:27]=3)[CH:22]=[CH:21][C:20]=2[CH:29]([NH:31][C:4]2[N:3]=[C:2]([NH2:1])[N:10]=[C:9]3[C:5]=2[N:6]=[CH:7][NH:8]3)[CH3:30])[CH:16]=[N:17][CH:18]=1, predict the reactants needed to synthesize it. The reactants are: [NH2:1][C:2]1[N:10]=[C:9]2[C:5]([NH:6][CH:7]=[N:8]2)=[C:4](Br)[N:3]=1.[F:12][C:13]1[CH:14]=[C:15]([C:19]2[C:28]3[C:23](=[CH:24][CH:25]=[CH:26][CH:27]=3)[CH:22]=[CH:21][C:20]=2[CH:29]([NH2:31])[CH3:30])[CH:16]=[N:17][CH:18]=1.C(N(CC)C(C)C)(C)C.C(O)(C(F)(F)F)=O. (3) Given the product [CH:1]([C:4]1[C:9](=[O:10])[NH:8][C:7](=[O:12])[NH:6][C:5]=1[C:14]([C:16]1[CH:17]=[C:18]([CH:23]=[CH:24][C:25]#[N:26])[CH:19]=[C:20]([CH3:22])[CH:21]=1)=[O:15])([CH3:3])[CH3:2], predict the reactants needed to synthesize it. The reactants are: [CH:1]([C:4]1[C:5]([C:14]([C:16]2[CH:17]=[C:18]([CH:23]=[CH:24][C:25]#[N:26])[CH:19]=[C:20]([CH3:22])[CH:21]=2)=[O:15])=[N:6][C:7]([O:12]C)=[N:8][C:9]=1[O:10]C)([CH3:3])[CH3:2]. (4) The reactants are: [OH:1][CH2:2][CH2:3][C:4]1[N:8]([C:9]2[N:17]=[C:16]3[C:12]([N:13]=[C:14]([CH:19]=O)[N:15]3[CH3:18])=[C:11]([N:21]3[CH2:26][CH2:25][O:24][CH2:23][CH2:22]3)[N:10]=2)[C:7]2[CH:27]=[CH:28][CH:29]=[CH:30][C:6]=2[N:5]=1.[O:31]1[CH2:34][CH:33]([CH:35]2[CH2:40][CH2:39][NH:38][CH2:37][CH2:36]2)[CH2:32]1.C(O[BH-](OC(=O)C)OC(=O)C)(=O)C.[Na+]. Given the product [CH3:18][N:15]1[C:14]([CH2:19][N:38]2[CH2:39][CH2:40][CH:35]([CH:33]3[CH2:34][O:31][CH2:32]3)[CH2:36][CH2:37]2)=[N:13][C:12]2[C:16]1=[N:17][C:9]([N:8]1[C:7]3[CH:27]=[CH:28][CH:29]=[CH:30][C:6]=3[N:5]=[C:4]1[CH2:3][CH2:2][OH:1])=[N:10][C:11]=2[N:21]1[CH2:22][CH2:23][O:24][CH2:25][CH2:26]1, predict the reactants needed to synthesize it. (5) Given the product [Cl:15][C:16]1[CH:17]=[C:18]([NH:19][C:6]2[N:5]=[C:4]([NH:11][CH:12]3[CH2:14][CH2:13]3)[N:3]=[C:2]([S:33][CH2:34][C:35]([NH2:37])=[O:36])[C:7]=2[C:8]#[N:9])[CH:20]=[CH:21][C:22]=1[Cl:23], predict the reactants needed to synthesize it. The reactants are: Cl[C:2]1[C:7]([C:8]#[N:9])=[C:6](Cl)[N:5]=[C:4]([NH:11][CH:12]2[CH2:14][CH2:13]2)[N:3]=1.[Cl:15][C:16]1[CH:17]=[C:18]([CH:20]=[CH:21][C:22]=1[Cl:23])[NH2:19].C(N(C(C)C)CC)(C)C.[SH:33][CH2:34][C:35]([NH2:37])=[O:36]. (6) Given the product [NH2:1][C:2]1[N:6]([C@@H:7]2[CH2:12][CH2:11][CH2:10][N:9]([C:13]([O:15][C:16]([CH3:17])([CH3:18])[CH3:19])=[O:14])[CH2:8]2)[N:5]=[C:4]([C:20]2[CH:21]=[CH:22][C:23]([O:26][C:27]3[CH:32]=[CH:31][CH:30]=[CH:29][CH:28]=3)=[CH:24][CH:25]=2)[C:3]=1[C:33](=[O:36])[NH2:34], predict the reactants needed to synthesize it. The reactants are: [NH2:1][C:2]1[N:6]([C@@H:7]2[CH2:12][CH2:11][CH2:10][N:9]([C:13]([O:15][C:16]([CH3:19])([CH3:18])[CH3:17])=[O:14])[CH2:8]2)[N:5]=[C:4]([C:20]2[CH:25]=[CH:24][C:23]([O:26][C:27]3[CH:32]=[CH:31][CH:30]=[CH:29][CH:28]=3)=[CH:22][CH:21]=2)[C:3]=1[C:33]#[N:34].C([O-])([O-])=[O:36].[K+].[K+].OO.O. (7) Given the product [CH2:52]([O:51][C:48]1[CH:47]=[CH:46][C:45]([S:42]([N:40]2[CH2:39][CH:38]([NH:8][CH2:9][CH:10]([C:19]3[CH:20]=[CH:21][C:22]([OH:30])=[C:23]([NH:25][S:26]([CH3:29])(=[O:27])=[O:28])[CH:24]=3)[OH:11])[CH2:41]2)(=[O:43])=[O:44])=[CH:50][CH:49]=1)[CH2:53][CH2:54][CH3:55], predict the reactants needed to synthesize it. The reactants are: C([N:8]([CH:38]1[CH2:41][N:40]([S:42]([C:45]2[CH:50]=[CH:49][C:48]([O:51][CH2:52][CH2:53][CH2:54][CH3:55])=[CH:47][CH:46]=2)(=[O:44])=[O:43])[CH2:39]1)[CH2:9][C@@H:10]([C:19]1[CH:20]=[CH:21][C:22]([O:30]CC2C=CC=CC=2)=[C:23]([NH:25][S:26]([CH3:29])(=[O:28])=[O:27])[CH:24]=1)[O:11][Si](CC)(CC)CC)C1C=CC=CC=1.[F-].C([N+](CCCC)(CCCC)CCCC)CCC.O.C([O-])=O.[NH4+]. (8) Given the product [F:1][C:2]1[C:3]([C:40]([F:43])([F:41])[F:42])=[C:4]([CH:9]2[CH2:10][CH2:11][N:12]([C:15]([C:17]3[C:18]4[CH2:24][N:23]([C:25]([N:27]5[CH2:32][CH2:31][NH:30][CH2:29][CH2:28]5)=[O:26])[CH2:22][C:19]=4[NH:20][N:21]=3)=[O:16])[CH2:13][CH2:14]2)[CH:5]=[CH:6][C:7]=1[F:8], predict the reactants needed to synthesize it. The reactants are: [F:1][C:2]1[C:3]([C:40]([F:43])([F:42])[F:41])=[C:4]([CH:9]2[CH2:14][CH2:13][N:12]([C:15]([C:17]3[C:18]4[CH2:24][N:23]([C:25]([N:27]5[CH2:32][CH2:31][N:30](C(OC(C)(C)C)=O)[CH2:29][CH2:28]5)=[O:26])[CH2:22][C:19]=4[NH:20][N:21]=3)=[O:16])[CH2:11][CH2:10]2)[CH:5]=[CH:6][C:7]=1[F:8].C(O)(C(F)(F)F)=O. (9) Given the product [CH:1]1([NH:7][C:8]2[CH:15]=[CH:14][C:11]([CH:12]=[O:13])=[CH:10][C:9]=2[N+:16]([O-:18])=[O:17])[CH2:2][CH2:3][CH2:4][CH2:5][CH2:6]1, predict the reactants needed to synthesize it. The reactants are: [CH:1]1([NH:7][C:8]2[CH:15]=[CH:14][C:11]([CH2:12][OH:13])=[CH:10][C:9]=2[N+:16]([O-:18])=[O:17])[CH2:6][CH2:5][CH2:4][CH2:3][CH2:2]1.O.C[N+]1([O-])CCOCC1. (10) Given the product [Br:1][C:2]1[CH:15]=[CH:14][C:5]2[N:6]=[C:7]([CH2:9][C:10]3[O:11][C:25]([CH2:24][C:17]4([CH3:16])[NH:18][C:19](=[O:23])[NH:20][C:21]4=[O:22])=[N:13][N:12]=3)[S:8][C:4]=2[CH:3]=1, predict the reactants needed to synthesize it. The reactants are: [Br:1][C:2]1[CH:15]=[CH:14][C:5]2[N:6]=[C:7]([CH2:9][C:10]([NH:12][NH2:13])=[O:11])[S:8][C:4]=2[CH:3]=1.[CH3:16][C:17]1([CH2:24][C:25](O)=O)[C:21](=[O:22])[NH:20][C:19](=[O:23])[NH:18]1.C(P1(=O)OP(CCC)(=O)OP(CCC)(=O)O1)CC.CCN(C(C)C)C(C)C.